Regression. Given two drug SMILES strings and cell line genomic features, predict the synergy score measuring deviation from expected non-interaction effect. From a dataset of NCI-60 drug combinations with 297,098 pairs across 59 cell lines. (1) Synergy scores: CSS=-1.39, Synergy_ZIP=-1.95, Synergy_Bliss=-1.96, Synergy_Loewe=-4.09, Synergy_HSA=-3.81. Drug 2: COCCOC1=C(C=C2C(=C1)C(=NC=N2)NC3=CC=CC(=C3)C#C)OCCOC.Cl. Drug 1: CN(CCCl)CCCl.Cl. Cell line: MCF7. (2) Drug 1: CC1C(C(CC(O1)OC2CC(OC(C2O)C)OC3=CC4=CC5=C(C(=O)C(C(C5)C(C(=O)C(C(C)O)O)OC)OC6CC(C(C(O6)C)O)OC7CC(C(C(O7)C)O)OC8CC(C(C(O8)C)O)(C)O)C(=C4C(=C3C)O)O)O)O. Drug 2: CC1=C(C(=O)C2=C(C1=O)N3CC4C(C3(C2COC(=O)N)OC)N4)N. Cell line: UACC62. Synergy scores: CSS=62.6, Synergy_ZIP=-0.336, Synergy_Bliss=-0.726, Synergy_Loewe=-3.62, Synergy_HSA=-0.444. (3) Drug 1: CC12CCC(CC1=CCC3C2CCC4(C3CC=C4C5=CN=CC=C5)C)O. Drug 2: CC1C(C(CC(O1)OC2CC(CC3=C2C(=C4C(=C3O)C(=O)C5=C(C4=O)C(=CC=C5)OC)O)(C(=O)C)O)N)O.Cl. Cell line: K-562. Synergy scores: CSS=31.8, Synergy_ZIP=4.01, Synergy_Bliss=9.12, Synergy_Loewe=-0.688, Synergy_HSA=9.70. (4) Drug 1: CC1=C(C=C(C=C1)C(=O)NC2=CC(=CC(=C2)C(F)(F)F)N3C=C(N=C3)C)NC4=NC=CC(=N4)C5=CN=CC=C5. Drug 2: C#CCC(CC1=CN=C2C(=N1)C(=NC(=N2)N)N)C3=CC=C(C=C3)C(=O)NC(CCC(=O)O)C(=O)O. Cell line: SK-MEL-28. Synergy scores: CSS=40.2, Synergy_ZIP=3.41, Synergy_Bliss=1.42, Synergy_Loewe=-15.0, Synergy_HSA=0.883.